This data is from Drug-target binding data from BindingDB using Ki measurements. The task is: Regression. Given a target protein amino acid sequence and a drug SMILES string, predict the binding affinity score between them. We predict pKi (pKi = -log10(Ki in M); higher means stronger inhibition). Dataset: bindingdb_ki. (1) The pKi is 4.3. The target protein (P06149) has sequence MSSMTTTDNKAFLNELARLVGSSHLLTDPAKTARYRKGFRSGQGDALAVVFPGSLLELWRVLKACVTADKIILMQAANTGLTEGSTPNGNDYDRDVVIISTLRLDKLHVLGKGEQVLAYPGTTLYSLEKALKPLGREPHSVIGSSCIGASVIGGICNNSGGSLVQRGPAYTEMSLFARINEDGKLTLVNHLGIDLGETPEQILSKLDDDRIKDDDVRHDGRHAHDYDYVHRVRDIEADTPARYNADPDRLFESSGCAGKLAVFAVRLDTFEAEKNQQVFYIGTNQPEVLTEIRRHILANFENLPVAGEYMHRDIYDIAEKYGKDTFLMIDKLGTDKMPFFFNLKGRTDAMLEKVKFFRPHFTDRAMQKFGHLFPSHLPPRMKNWRDKYEHHLLLKMAGDGVGEAKSWLVDYFKQAEGDFFVCTPEEGSKAFLHRFAAAGAAIRYQAVHSDEVEDILALDIALRRNDTEWYEHLPPEIDSQLVHKLYYGHFMCYVFHQDYI.... The small molecule is O=C([O-])CN1C(=O)/C(=C/c2ccc(O)c(O)c2)SC1=S. (2) The compound is CCN(CC)CCCC(C)Nc1c2ccc(Cl)cc2nc2ccc(OC)cc12. The target protein (P02752) has sequence MLRFAITLFAVITSSTCQQYGCLEGDTHKANPSPEPNMHECTLYSESSCCYANFTEQLAHSPIIKVSNSYWNRCGQLSKSCEDFTKKIECFYRCSPHAARWIDPRYTAAIQSVPLCQSFCDDWYEACKDDSICAHNWLTDWERDESGENHCKSKCVPYSEMYANGTDMCQSMWGESFKVSESSCLCLQMNKKDMVAIKHLLSESSEESSSMSSSEEHACQKKLLKFEALQQEEGEERR. The pKi is 5.2. (3) The compound is CCc1c(C(=O)NN2CCCCC2)nn(-c2ccc(Cl)cc2Cl)c1-c1ccc(Br)cc1. The target protein (P35523) has sequence MEQSRSQQRGGEQSWWGSDPQYQYMPFEHCTSYGLPSENGGLQHRLRKDAGPRHNVHPTQIYGHHKEQFSDREQDIGMPKKTGSSSTVDSKDEDHYSKCQDCIHRLGQVVRRKLGEDGIFLVLLGLLMALVSWSMDYVSAKSLQAYKWSYAQMQPSLPLQFLVWVTFPLVLILFSALFCHLISPQAVGSGIPEMKTILRGVVLKEYLTMKAFVAKVVALTAGLGSGIPVGKEGPFVHIASICAAVLSKFMSVFCGVYEQPYYYSDILTVGCAVGVGCCFGTPLGGVLFSIEVTSTYFAVRNYWRGFFAATFSAFVFRVLAVWNKDAVTITALFRTNFRMDFPFDLKELPAFAAIGICCGLLGAVFVYLHRQVMLGVRKHKALSQFLAKHRLLYPGIVTFVIASFTFPPGMGQFMAGELMPREAISTLFDNNTWVKHAGDPESLGQSAVWIHPRVNVVIIIFLFFVMKFWMSIVATTMPIPCGGFMPVFVLGAAFGRLVGE.... The pKi is 6.0. (4) The drug is ONC=Nc1ccc(N2CCOCC2)c(Cl)c1. The target protein (P14100) has sequence MGSTATETEELENTTFKYLIGEQTEKMWQRLKGILRCLVKQLEKGDVNVIDLKKNIEYAASVLEAVYIDETRRLLDTDDELSDIQSDSVPSEVRDWLASTFTRKMGMMKKKSEEKPRFRSIVHVVQAGIFVERMYRKSYHMVGLAYPEAVIVTLKDVDKWSFDVFALNEASGEHSLKFMIYELFTRYDLINRFKIPVSCLIAFAEALEVGYSKYKNPYHNLIHAADVTQTVHYIMLHTGIMHWLTELEILAMVFAAAIHDYEHTGTTNNFHIQTRSDVAILYNDRSVLENHHVSAAYRLMQEEEMNVLINLSKDDWRDLRNLVIEMVLSTDMSGHFQQIKNIRNSLQQPEGLDKAKTMSLILHAADISHPAKSWKLHHRWTMALMEEFFLQGDKEAELGLPFSPLCDRKSTMVAQSQIGFIDFIVEPTFSLLTDSTEKIIIPLIEEDSKTKTPSYGASRRSNMKGTTNDGTYSPDYSLASVDLKSFKNSLVDIIQQNKER.... The pKi is 5.0. (5) The small molecule is c1ccc(CN2C3CCC2CC(Nc2cccc4[nH]ncc24)C3)cc1. The target protein sequence is LLRDPKSEVNSDCLLDGLDALVYDLDFPALRKNKNIDNFLSRYKDTINKIRDLRMKAEDYEVVKVIGRGAFGEVQLVRHKSTRKVYAMKLLSKFEMIKRSDSAFFWEERDIMAFANSPWVVQLFYAFQDDRYLYMVMEYMPGGDLVNLMSNYDVPEKWARFYTAEVVLALDAIHSMGFIHRDVKPDNMLLDKSGHLKLADFGTCMKMNKEGMVRCDTAVGTPDYISPEVLKSQGGDGYYGRECDWWSVGVFLYEMLVGDTPFYADSLVGTYSKIMNHKNSLTFPDDNDISKEAKNLICAFLTDREVRLGRNGVEEIKRHLFFKNDQWAWETLRDTVAPVVPDLSSDIDTSNFDDLEEDKGEEETFPIPKAFVGNQLPFVGFTYYSNRRYLSSANPNDNRTSSNADKSLQESLQKTIYKLEEQLHNEMQLKDEMEQKCRTSNIKLDKIMKELDEEGNQRRNLESTVSQIEKEKMLLQHRINEYQRKAEQENEKRRNVENEV.... The pKi is 6.1.